From a dataset of Full USPTO retrosynthesis dataset with 1.9M reactions from patents (1976-2016). Predict the reactants needed to synthesize the given product. (1) Given the product [F:25][CH:2]([F:1])[O:3][C:4]1[CH:5]=[CH:6][C:7]([CH2:8][C:9]2[C:10]([CH3:22])=[C:11]([CH3:21])[C:12]([CH:19]=[O:28])=[C:13]([CH:18]=2)[C:14]([O:16][CH3:17])=[O:15])=[CH:23][CH:24]=1, predict the reactants needed to synthesize it. The reactants are: [F:1][CH:2]([F:25])[O:3][C:4]1[CH:24]=[CH:23][C:7]([CH2:8][C:9]2[C:10]([CH3:22])=[C:11]([CH3:21])[C:12]([CH:19]=C)=[C:13]([CH:18]=2)[C:14]([O:16][CH3:17])=[O:15])=[CH:6][CH:5]=1.CC(C)=[O:28].C(#N)C.I([O-])(=O)(=O)=O.[Na+]. (2) The reactants are: [H-].[Na+].[F:3][C:4]1[CH:5]=[CH:6][C:7]2[CH2:13][O:12][C:11]3[CH:14]=[CH:15][CH:16]=[CH:17][C:10]=3[NH:9][C:8]=2[CH:18]=1.Cl[C@@H:20]1[CH2:25][CH2:24][CH2:23][N:22]([CH2:26][CH2:27][C:28]2[CH:33]=[CH:32][C:31]([O:34][CH3:35])=[CH:30][CH:29]=2)[CH2:21]1.[Cl-].[Na+].[CH3:38]CCCCC. Given the product [F:3][C:4]1[CH:5]=[CH:6][C:7]2[CH2:13][O:12][C:11]3[CH:14]=[CH:15][CH:16]=[CH:17][C:10]=3[N:9]([CH2:38][C@H:23]3[CH2:24][CH2:25][CH2:20][CH2:21][N:22]3[CH2:26][CH2:27][C:28]3[CH:33]=[CH:32][C:31]([O:34][CH3:35])=[CH:30][CH:29]=3)[C:8]=2[CH:18]=1, predict the reactants needed to synthesize it. (3) Given the product [F:1][C:2]1[CH:3]=[C:4]([NH:28][C:38](=[O:39])[C:37]2[CH:41]=[CH:42][CH:43]=[CH:44][C:36]=2[O:29][C:30]2[CH:35]=[CH:34][CH:33]=[CH:32][CH:31]=2)[CH:5]=[CH:6][C:7]=1[O:8][C:9]1[CH:14]=[CH:13][N:12]=[C:11]2[CH:15]=[C:16]([C:18]#[C:19][CH2:20][N:21]3[CH2:22][CH2:23][N:24]([CH3:27])[CH2:25][CH2:26]3)[S:17][C:10]=12, predict the reactants needed to synthesize it. The reactants are: [F:1][C:2]1[CH:3]=[C:4]([NH2:28])[CH:5]=[CH:6][C:7]=1[O:8][C:9]1[CH:14]=[CH:13][N:12]=[C:11]2[CH:15]=[C:16]([C:18]#[C:19][CH2:20][N:21]3[CH2:26][CH2:25][N:24]([CH3:27])[CH2:23][CH2:22]3)[S:17][C:10]=12.[O:29]([C:36]1[CH:44]=[CH:43][CH:42]=[CH:41][C:37]=1[C:38](O)=[O:39])[C:30]1[CH:35]=[CH:34][CH:33]=[CH:32][CH:31]=1.